This data is from Forward reaction prediction with 1.9M reactions from USPTO patents (1976-2016). The task is: Predict the product of the given reaction. (1) Given the reactants [C:1]1([C@H:13]2[C@H:17]([C:18]3[C:26]4[C:21](=[CH:22][CH:23]=[CH:24][CH:25]=4)[NH:20][CH:19]=3)[C:16](=[O:27])[N:15]([CH2:28][O:29][P:30](=[O:47])([O:39]CC3C=CC=CC=3)[O:31]CC3C=CC=CC=3)[C:14]2=[O:48])[C:11]2=[C:12]3[C:7](=[CH:8][CH:9]=[CH:10]2)[CH2:6][CH2:5][CH2:4][N:3]3[CH:2]=1.[H][H], predict the reaction product. The product is: [C:1]1([C@H:13]2[C@H:17]([C:18]3[C:26]4[C:21](=[CH:22][CH:23]=[CH:24][CH:25]=4)[NH:20][CH:19]=3)[C:16](=[O:27])[N:15]([CH2:28][O:29][P:30](=[O:31])([OH:39])[OH:47])[C:14]2=[O:48])[C:11]2=[C:12]3[C:7](=[CH:8][CH:9]=[CH:10]2)[CH2:6][CH2:5][CH2:4][N:3]3[CH:2]=1. (2) Given the reactants Br[C:2]1[CH:3]=[C:4]2[C:9](=[CH:10][CH:11]=1)[C:8](=[O:12])[N:7]([CH2:13][CH:14]([CH3:16])[CH3:15])[C:6]([CH2:17][NH:18][C:19](=[O:25])[O:20][C:21]([CH3:24])([CH3:23])[CH3:22])=[C:5]2[O:26][CH2:27][CH2:28][CH2:29][CH3:30].C([Sn](CCCC)(CCCC)[C:36]1[O:37][CH:38]=[CH:39][CH:40]=1)CCC.O, predict the reaction product. The product is: [CH2:27]([O:26][C:5]1[C:4]2[C:9](=[CH:10][CH:11]=[C:2]([C:36]3[O:37][CH:38]=[CH:39][CH:40]=3)[CH:3]=2)[C:8](=[O:12])[N:7]([CH2:13][CH:14]([CH3:16])[CH3:15])[C:6]=1[CH2:17][NH:18][C:19](=[O:25])[O:20][C:21]([CH3:23])([CH3:22])[CH3:24])[CH2:28][CH2:29][CH3:30]. (3) The product is: [CH2:1]([N:8]1[CH2:13][CH2:12][C:11]([C:24]2[CH:25]=[CH:26][CH:27]=[CH:28][C:23]=2[O:22][CH2:15][C:16]2[CH:17]=[CH:18][CH:19]=[CH:20][CH:21]=2)([OH:14])[CH2:10][CH2:9]1)[C:2]1[CH:3]=[CH:4][CH:5]=[CH:6][CH:7]=1. Given the reactants [CH2:1]([N:8]1[CH2:13][CH2:12][C:11](=[O:14])[CH2:10][CH2:9]1)[C:2]1[CH:7]=[CH:6][CH:5]=[CH:4][CH:3]=1.[CH2:15]([O:22][C:23]1[CH:28]=[CH:27][CH:26]=[CH:25][C:24]=1[Mg]Br)[C:16]1[CH:21]=[CH:20][CH:19]=[CH:18][CH:17]=1.Cl.[OH-].[Na+], predict the reaction product.